Dataset: Full USPTO retrosynthesis dataset with 1.9M reactions from patents (1976-2016). Task: Predict the reactants needed to synthesize the given product. (1) Given the product [F:54][C:53]1[C:44]([B:10]2[O:11][C:12]([CH3:17])([CH3:18])[C:13]([CH3:15])([CH3:16])[O:14]2)=[CH:45][C:46]2[O:50][C:49](=[O:51])[NH:48][C:47]=2[CH:52]=1, predict the reactants needed to synthesize it. The reactants are: [B:10]1([B:10]2[O:14][C:13]([CH3:16])([CH3:15])[C:12]([CH3:18])([CH3:17])[O:11]2)[O:14][C:13]([CH3:16])([CH3:15])[C:12]([CH3:18])([CH3:17])[O:11]1.C([O-])(=O)C.[K+].C1(P(C2CCCCC2)C2CCCCC2)CCCCC1.Br[C:44]1[C:53]([F:54])=[CH:52][C:47]2[NH:48][C:49](=[O:51])[O:50][C:46]=2[CH:45]=1. (2) Given the product [Cl:1][C:2]1[C:10]([Cl:11])=[CH:9][CH:8]=[CH:7][C:3]=1[C:4]([NH:22][CH2:21][CH:20]([C:17]1[CH:18]=[N:19][C:14]([C:13]([F:31])([F:12])[F:30])=[CH:15][CH:16]=1)[CH2:23][C:24]1([CH:27]([F:28])[F:29])[CH2:25][CH2:26]1)=[O:6], predict the reactants needed to synthesize it. The reactants are: [Cl:1][C:2]1[C:10]([Cl:11])=[CH:9][CH:8]=[CH:7][C:3]=1[C:4]([OH:6])=O.[F:12][C:13]([F:31])([F:30])[C:14]1[N:19]=[CH:18][C:17]([CH:20]([CH2:23][C:24]2([CH:27]([F:29])[F:28])[CH2:26][CH2:25]2)[CH2:21][NH2:22])=[CH:16][CH:15]=1. (3) Given the product [Br:10][C:11]1[CH:19]=[C:18]2[C:14]([CH2:15][CH2:16][N:17]2[C:2]2[C:7]([Cl:8])=[CH:6][N:5]=[C:4]([NH2:9])[N:3]=2)=[CH:13][CH:12]=1, predict the reactants needed to synthesize it. The reactants are: Cl[C:2]1[C:7]([Cl:8])=[CH:6][N:5]=[C:4]([NH2:9])[N:3]=1.[Br:10][C:11]1[CH:19]=[C:18]2[C:14]([CH2:15][CH2:16][NH:17]2)=[CH:13][CH:12]=1.Cl. (4) Given the product [F:18][C:19]([F:30])([F:29])[C:20]1[N:12]=[C:11]2[N:2]([C:3](=[O:17])[NH:4][C:5]3[CH:6]=[CH:7][C:8]([C:13]([F:14])([F:16])[F:15])=[CH:9][C:10]=32)[N:1]=1, predict the reactants needed to synthesize it. The reactants are: [NH2:1][N:2]1[C:11](=[NH:12])[C:10]2[C:5](=[CH:6][CH:7]=[C:8]([C:13]([F:16])([F:15])[F:14])[CH:9]=2)[NH:4][C:3]1=[O:17].[F:18][C:19]([F:30])([F:29])[C:20](O[C:20](=O)[C:19]([F:30])([F:29])[F:18])=O. (5) Given the product [CH2:28]([C:2]1[N:7]=[C:6]2[N:8]([C@@H:12]([CH3:16])[CH2:13][O:14][CH3:15])[CH:9]=[C:10]([CH3:11])[C:5]2=[N:4][C:3]=1[C:17]1[C:18]([O:26][CH3:27])=[N:19][C:20]([CH:23]([CH3:25])[CH3:24])=[CH:21][CH:22]=1)[CH3:29], predict the reactants needed to synthesize it. The reactants are: Cl[C:2]1[N:7]=[C:6]2[N:8]([C@@H:12]([CH3:16])[CH2:13][O:14][CH3:15])[CH:9]=[C:10]([CH3:11])[C:5]2=[N:4][C:3]=1[C:17]1[C:18]([O:26][CH3:27])=[N:19][C:20]([CH:23]([CH3:25])[CH3:24])=[CH:21][CH:22]=1.[C:28]1(C)C=CC=C[CH:29]=1. (6) Given the product [CH3:21][S:18]([C:15]1[CH:16]=[CH:17][C:12]([CH2:11][CH:3]([C:2](=[O:7])[CH3:1])[C:4](=[O:6])[CH3:5])=[CH:13][CH:14]=1)(=[O:19])=[O:20], predict the reactants needed to synthesize it. The reactants are: [CH3:1][C:2](=[O:7])[CH2:3][C:4](=[O:6])[CH3:5].[H-].[Na+].Br[CH2:11][C:12]1[CH:17]=[CH:16][C:15]([S:18]([CH3:21])(=[O:20])=[O:19])=[CH:14][CH:13]=1. (7) Given the product [CH3:21][O:22][C:12]([C:11]1[C:10]2[C:5](=[CH:6][CH:7]=[CH:8][CH:9]=2)[N:4]=[C:3]([C:15]2[CH:20]=[CH:19][CH:18]=[CH:17][CH:16]=2)[C:2]=1[CH3:1])=[O:13], predict the reactants needed to synthesize it. The reactants are: [CH3:1][C:2]1[C:3]([C:15]2[CH:20]=[CH:19][CH:18]=[CH:17][CH:16]=2)=[N:4][C:5]2[C:10]([C:11]=1[C:12](Cl)=[O:13])=[CH:9][CH:8]=[CH:7][CH:6]=2.[CH3:21][OH:22]. (8) Given the product [CH3:1][O:2][C:3]1[CH:20]=[CH:19][C:6]2[NH:7][C:8](=[O:18])[N:9]([CH:12]3[CH2:13][CH2:14][N:15]([C:22]4[CH:23]=[C:24]([C:28]([C:30]5[CH:39]=[C:38]([CH3:40])[C:33]6[NH:34][C:35](=[O:37])[S:36][C:32]=6[CH:31]=5)=[O:29])[N:25]=[CH:26][N:27]=4)[CH2:16][CH2:17]3)[CH2:10][CH2:11][C:5]=2[CH:4]=1, predict the reactants needed to synthesize it. The reactants are: [CH3:1][O:2][C:3]1[CH:20]=[CH:19][C:6]2[NH:7][C:8](=[O:18])[N:9]([CH:12]3[CH2:17][CH2:16][NH:15][CH2:14][CH2:13]3)[CH2:10][CH2:11][C:5]=2[CH:4]=1.Cl[C:22]1[N:27]=[CH:26][N:25]=[C:24]([C:28]([C:30]2[CH:39]=[C:38]([CH3:40])[C:33]3[NH:34][C:35](=[O:37])[S:36][C:32]=3[CH:31]=2)=[O:29])[CH:23]=1.CCN(C(C)C)C(C)C. (9) Given the product [CH3:22][O:21][C:15]1[CH:14]=[C:13]([CH:18]=[CH:17][C:16]=1[O:19][CH3:20])[C:12]([NH2:11])=[O:23], predict the reactants needed to synthesize it. The reactants are: COC(C1C=C(C)SC=1[NH:11][C:12](=[O:23])[C:13]1[CH:18]=[CH:17][C:16]([O:19][CH3:20])=[C:15]([O:21][CH3:22])[CH:14]=1)=O.NN. (10) Given the product [Cl:1][C:2]1[CH:10]=[CH:9][C:5]([C:6]([C:21]2[C:22]3[C:23]([CH:29]([CH3:30])[CH3:31])=[CH:24][C:25]([F:28])=[CH:26][C:27]=3[N:19]3[CH2:18][CH2:17][C@H:16]([CH2:15][C:14]([OH:32])=[O:13])[C:20]=23)=[O:7])=[C:4]([I:11])[CH:3]=1, predict the reactants needed to synthesize it. The reactants are: [Cl:1][C:2]1[CH:10]=[CH:9][C:5]([C:6](Cl)=[O:7])=[C:4]([I:11])[CH:3]=1.C[O:13][C:14](=[O:32])[CH2:15][C@@H:16]1[C:20]2=[CH:21][C:22]3[C:23]([CH:29]([CH3:31])[CH3:30])=[CH:24][C:25]([F:28])=[CH:26][C:27]=3[N:19]2[CH2:18][CH2:17]1.